The task is: Predict the reaction yield, written as a fraction of the theoretical maximum amount of product (1.0 means a 100% yield; for example, 0.34 means a 34% yield).. This data is from Reaction yield outcomes from USPTO patents with 853,638 reactions. (1) The reactants are Cl.[NH2:2][C@H:3]1[C:12]2[C:7](=[CH:8][CH:9]=[C:10]([C:13]3[CH:18]=[CH:17][C:16]([C:19]([N:21]4[CH2:26][CH2:25][O:24][CH2:23][CH2:22]4)=[O:20])=[CH:15][N:14]=3)[CH:11]=2)[N:6]([C:27](=[O:29])[CH3:28])[C@@H:5]([CH3:30])[CH2:4]1.Br[C:32]1[CH:37]=[N:36][C:35]([CH3:38])=[CH:34][N:33]=1.C1(P(C2CCCCC2)C2C=CC=CC=2C2C(N(C)C)=CC=CC=2)CCCCC1.CC(C)([O-])C.[Na+]. The catalyst is O1CCOCC1.C1C=CC(/C=C/C(/C=C/C2C=CC=CC=2)=O)=CC=1.C1C=CC(/C=C/C(/C=C/C2C=CC=CC=2)=O)=CC=1.C1C=CC(/C=C/C(/C=C/C2C=CC=CC=2)=O)=CC=1.[Pd].[Pd]. The product is [CH3:30][C@H:5]1[CH2:4][C@@H:3]([NH:2][C:32]2[CH:37]=[N:36][C:35]([CH3:38])=[CH:34][N:33]=2)[C:12]2[C:7](=[CH:8][CH:9]=[C:10]([C:13]3[CH:18]=[CH:17][C:16]([C:19]([N:21]4[CH2:26][CH2:25][O:24][CH2:23][CH2:22]4)=[O:20])=[CH:15][N:14]=3)[CH:11]=2)[N:6]1[C:27](=[O:29])[CH3:28]. The yield is 0.340. (2) The reactants are [Br:1][C:2]1[CH:3]=[C:4]([C:9]2[O:13][N:12]=[CH:11][C:10]=2[CH2:14][CH2:15][C:16](OC)=[O:17])[CH:5]=[CH:6][C:7]=1[F:8].[H-].C([Al+]CC(C)C)C(C)C.Cl. The catalyst is O1CCCC1. The product is [Br:1][C:2]1[CH:3]=[C:4]([C:9]2[O:13][N:12]=[CH:11][C:10]=2[CH2:14][CH2:15][CH2:16][OH:17])[CH:5]=[CH:6][C:7]=1[F:8]. The yield is 0.850.